From a dataset of Reaction yield outcomes from USPTO patents with 853,638 reactions. Predict the reaction yield, written as a fraction of the theoretical maximum amount of product (1.0 means a 100% yield; for example, 0.34 means a 34% yield). (1) The reactants are [N+:1]([C:4]1[CH:5]=[CH:6][C:7]2[O:12][C@:11]([CH3:18])([CH:13]([O:16][CH3:17])[O:14][CH3:15])[C@H:10]3[O:19][C@H:9]3[C:8]=2[CH:20]=1)([O-:3])=[O:2].[F:21][C:22]1[CH:27]=[CH:26][C:25]([NH:28][CH2:29][C:30]2[NH:31][CH:32]=[CH:33][N:34]=2)=[CH:24][CH:23]=1. The yield is 0.480. No catalyst specified. The product is [N+:1]([C:4]1[CH:5]=[CH:6][C:7]2[O:12][C@:11]([CH3:18])([CH:13]([O:16][CH3:17])[O:14][CH3:15])[C@@H:10]([OH:19])[C@H:9]([N:28]([C:25]3[CH:26]=[CH:27][C:22]([F:21])=[CH:23][CH:24]=3)[CH2:29][C:30]3[NH:31][CH:32]=[CH:33][N:34]=3)[C:8]=2[CH:20]=1)([O-:3])=[O:2]. (2) The reactants are [NH:1]1[C:11]2[C:6](=[CH:7][CH:8]=[CH:9][CH:10]=2)[C:4](=[O:5])[C:2]1=[O:3].[H-].[Na+].[Cl:14][C:15]1[S:16][C:17]([CH2:20]Cl)=[CH:18][CH:19]=1. The catalyst is O1CCOCC1. The product is [Cl:14][C:15]1[S:16][C:17]([CH2:20][N:1]2[C:11]3[C:6](=[CH:7][CH:8]=[CH:9][CH:10]=3)[C:4](=[O:5])[C:2]2=[O:3])=[CH:18][CH:19]=1. The yield is 0.220. (3) The reactants are C([S:8][C:9]1[CH:10]=[C:11]2[C:16](=[CH:17][CH:18]=1)[C:15]([C:19]1[CH:24]=[CH:23][C:22]([Cl:25])=[CH:21][C:20]=1[O:26][CH3:27])=[N:14][N:13]=[CH:12]2)C1C=CC=CC=1.ClN1C(C)(C)C(=[O:36])N(Cl)C1=O.[F:39][C:40]1[C:45]([F:46])=[C:44]([F:47])[C:43]([F:48])=[C:42]([F:49])[C:41]=1[OH:50].C(N(CC)CC)C.[OH2:58]. The catalyst is C(=O)(O)[O-].[Na+].C(O)(=O)C.C(Cl)Cl. The product is [Cl:25][C:22]1[CH:23]=[CH:24][C:19]([C:15]2[C:16]3[C:11](=[CH:10][C:9]([S:8]([O:50][C:41]4[C:40]([F:39])=[C:45]([F:46])[C:44]([F:47])=[C:43]([F:48])[C:42]=4[F:49])(=[O:36])=[O:58])=[CH:18][CH:17]=3)[CH:12]=[N:13][N:14]=2)=[C:20]([O:26][CH3:27])[CH:21]=1. The yield is 0.482. (4) The reactants are [CH3:1][C:2]([CH3:22])([CH3:21])[CH2:3][N:4]([CH2:13][C:14]1[CH:19]=[CH:18][C:17](I)=[CH:16][CH:15]=1)[C:5]1[CH:10]=[CH:9][N:8]=[C:7]([C:11]#[N:12])[N:6]=1.[C:23]([Si:25]([CH3:28])([CH3:27])[CH3:26])#[CH:24].C(N(CC)CC)C.O. The catalyst is CN(C=O)C.[Cu]I.Cl[Pd](Cl)([P](C1C=CC=CC=1)(C1C=CC=CC=1)C1C=CC=CC=1)[P](C1C=CC=CC=1)(C1C=CC=CC=1)C1C=CC=CC=1. The product is [CH3:1][C:2]([CH3:22])([CH3:21])[CH2:3][N:4]([CH2:13][C:14]1[CH:19]=[CH:18][C:17]([C:24]#[C:23][Si:25]([CH3:28])([CH3:27])[CH3:26])=[CH:16][CH:15]=1)[C:5]1[CH:10]=[CH:9][N:8]=[C:7]([C:11]#[N:12])[N:6]=1. The yield is 0.820. (5) The reactants are [Cl:1][C:2]1[CH:17]=[C:16]([C:18]2[C:19]3[C:20]4[CH:34]=[CH:33][S:32][C:21]=4[C:22](=[O:31])[NH:23][C:24]=3[C:25]([CH3:30])=[CH:26][C:27]=2[O:28]C)[CH:15]=[CH:14][C:3]=1[CH2:4][CH2:5][NH:6]C(=O)OC(C)(C)C.BrB(Br)Br. No catalyst specified. The product is [ClH:1].[NH2:6][CH2:5][CH2:4][C:3]1[CH:14]=[CH:15][C:16]([C:18]2[C:19]3[C:20]4[CH:34]=[CH:33][S:32][C:21]=4[C:22](=[O:31])[NH:23][C:24]=3[C:25]([CH3:30])=[CH:26][C:27]=2[OH:28])=[CH:17][C:2]=1[Cl:1]. The yield is 0.570. (6) The yield is 0.710. The reactants are [C:1]([C:3]1[CH:4]=[C:5]([OH:9])[CH:6]=[CH:7][CH:8]=1)#[N:2].[ClH:10]. The product is [ClH:10].[OH:9][C:5]1[CH:4]=[C:3]([CH:8]=[CH:7][CH:6]=1)[CH2:1][NH2:2]. The catalyst is C(O)C.[Pd]. (7) The reactants are Cl.[CH3:2][O:3][C:4]1[CH:9]=[C:8]([CH3:10])[NH:7][C:6](=[O:11])[C:5]=1[CH2:12][NH:13][C:14]([C:16]1[C:24]2[C:19](=[CH:20][CH:21]=[CH:22][CH:23]=2)[N:18]([CH:25]([CH:27]2[CH2:32][CH2:31][NH:30][CH2:29][CH2:28]2)[CH3:26])[C:17]=1[CH3:33])=[O:15].CN(C=O)C.C1COCC1.C(N(C(C)C)C(C)C)C.[C:53](Cl)(=[O:58])[O:54][CH:55]([CH3:57])[CH3:56].[Li+].[OH-]. No catalyst specified. The product is [CH3:2][O:3][C:4]1[CH:9]=[C:8]([CH3:10])[NH:7][C:6](=[O:11])[C:5]=1[CH2:12][NH:13][C:14]([C:16]1[C:24]2[C:19](=[CH:20][CH:21]=[CH:22][CH:23]=2)[N:18]([CH:25]([CH:27]2[CH2:28][CH2:29][N:30]([C:53]([O:54][CH:55]([CH3:57])[CH3:56])=[O:58])[CH2:31][CH2:32]2)[CH3:26])[C:17]=1[CH3:33])=[O:15]. The yield is 0.552.